From a dataset of Forward reaction prediction with 1.9M reactions from USPTO patents (1976-2016). Predict the product of the given reaction. (1) Given the reactants [CH2:1]([O:8][CH2:9][C@@H:10]([C:19](N(OC)C)=[O:20])[NH:11][C:12]([O:14][C:15]([CH3:18])([CH3:17])[CH3:16])=[O:13])[C:2]1[CH:7]=[CH:6][CH:5]=[CH:4][CH:3]=1.[H-].[H-].[H-].[H-].[Li+].[Al+3], predict the reaction product. The product is: [CH2:1]([O:8][CH2:9][CH:10]([NH:11][C:12](=[O:13])[O:14][C:15]([CH3:17])([CH3:16])[CH3:18])[CH:19]=[O:20])[C:2]1[CH:3]=[CH:4][CH:5]=[CH:6][CH:7]=1. (2) The product is: [CH3:13][C:8]1[CH:7]=[CH:6][C:11]2=[N:1][C:2](=[O:3])[N:4]=[C:10]2[CH:9]=1. Given the reactants [NH2:1][C:2]([NH2:4])=[O:3].N[C:6]1[CH:7]=[C:8]([CH3:13])[CH:9]=[CH:10][C:11]=1N, predict the reaction product. (3) The product is: [C:1]([O:5][C:6]([N:8]1[CH2:14][CH2:13][C@@H:12]([C:15]2[CH:20]=[CH:19][C:18]([NH2:21])=[C:17]([O:24][CH3:25])[CH:16]=2)[C@@H:10]([OH:11])[CH2:9]1)=[O:7])([CH3:4])([CH3:3])[CH3:2]. Given the reactants [C:1]([O:5][C:6]([N:8]1[CH2:14][CH2:13][C:12]2([C:15]3[CH:20]=[CH:19][C:18]([N+:21]([O-])=O)=[C:17]([O:24][CH3:25])[CH:16]=3)[CH:10]([O:11]2)[CH2:9]1)=[O:7])([CH3:4])([CH3:3])[CH3:2], predict the reaction product. (4) Given the reactants [Br:1][C:2]1[CH:10]=[CH:9][C:8]([F:11])=[C:7]2[C:3]=1[CH2:4][CH:5]([CH3:13])[C:6]2=O.C1COCC1.CO.[BH4-].[Na+], predict the reaction product. The product is: [Br:1][C:2]1[CH:10]=[CH:9][C:8]([F:11])=[C:7]2[C:3]=1[CH2:4][C:5]([CH3:13])=[CH:6]2.